Predict the reactants needed to synthesize the given product. From a dataset of Full USPTO retrosynthesis dataset with 1.9M reactions from patents (1976-2016). (1) Given the product [Cl:1][C:2]1[CH:3]=[CH:4][C:5]([O:35][CH3:36])=[C:6]([CH:34]=1)[CH2:7][CH:8]1[C:14](=[O:15])[N:13]([C:16]([NH:18][C@H:19]([CH2:31][CH3:32])[C:20]([NH:58][C:50]2[CH:51]=[C:52]([CH:56]=[CH:57][C:49]=2[F:48])[C:53]([OH:55])=[O:54])=[O:21])=[O:17])[CH2:12][C:11](=[O:33])[NH:10][CH2:9]1, predict the reactants needed to synthesize it. The reactants are: [Cl:1][C:2]1[CH:3]=[CH:4][C:5]([O:35][CH3:36])=[C:6]([CH:34]=1)[CH2:7][CH:8]1[C:14](=[O:15])[N:13]([C:16]([NH:18][C@H:19]([CH2:31][CH3:32])[C:20](NC2C=C(C(O)=O)NC=2)=[O:21])=[O:17])[CH2:12][C:11](=[O:33])[NH:10][CH2:9]1.[N+](C1C=C(C(O)=O)NC=1)([O-])=O.[F:48][C:49]1[CH:57]=[CH:56][C:52]([C:53]([OH:55])=[O:54])=[CH:51][C:50]=1[N+:58]([O-])=O. (2) The reactants are: [Cl:1][C:2]1[CH:3]=[C:4]([CH:15]=[C:16]([Cl:18])[CH:17]=1)[CH2:5][C:6]1[C:7]([CH2:13][CH3:14])=[N:8][NH:9][C:10]=1[CH2:11][CH3:12].[O-]CC.[Na+].[CH3:23][O:24][C:25](=[O:29])[CH2:26][CH2:27]Br. Given the product [Cl:1][C:2]1[CH:3]=[C:4]([CH:15]=[C:16]([Cl:18])[CH:17]=1)[CH2:5][C:6]1[C:10]([CH2:11][CH3:12])=[N:9][N:8]([CH2:27][CH2:26][C:25]([O:24][CH3:23])=[O:29])[C:7]=1[CH2:13][CH3:14], predict the reactants needed to synthesize it. (3) The reactants are: Br[C:2]1[CH:7]=[CH:6][C:5]([C:8]([OH:11])([CH3:10])[CH3:9])=[CH:4][CH:3]=1.[B:12]1([B:12]2[O:16][C:15]([CH3:18])([CH3:17])[C:14]([CH3:20])([CH3:19])[O:13]2)[O:16][C:15]([CH3:18])([CH3:17])[C:14]([CH3:20])([CH3:19])[O:13]1.C([O-])(=O)C.[K+].ClCCl. Given the product [CH3:19][C:14]1([CH3:20])[C:15]([CH3:18])([CH3:17])[O:16][B:12]([C:2]2[CH:7]=[CH:6][C:5]([C:8]([OH:11])([CH3:10])[CH3:9])=[CH:4][CH:3]=2)[O:13]1, predict the reactants needed to synthesize it. (4) Given the product [NH2:19][CH:20]1[CH2:25][CH2:24][N:23]([C:2]2[CH:11]=[C:10]3[C:5]([C:6](=[O:12])[NH:7][CH:8]=[N:9]3)=[CH:4][CH:3]=2)[CH2:22][CH2:21]1, predict the reactants needed to synthesize it. The reactants are: F[C:2]1[CH:11]=[C:10]2[C:5]([C:6](=[O:12])[NH:7][CH:8]=[N:9]2)=[CH:4][CH:3]=1.C(OC(=O)[NH:19][CH:20]1[CH2:25][CH2:24][NH:23][CH2:22][CH2:21]1)(C)(C)C. (5) Given the product [O:1]1[C:5]2[CH:6]=[CH:7][C:8]([CH2:10][OH:11])=[CH:9][C:4]=2[CH:3]=[CH:2]1, predict the reactants needed to synthesize it. The reactants are: [O:1]1[C:5]2[CH:6]=[CH:7][C:8]([CH:10]=[O:11])=[CH:9][C:4]=2[CH:3]=[CH:2]1.[BH4-].[Na+].[NH4+].[Cl-]. (6) Given the product [Cl:1][C:2]1[CH:7]=[CH:6][N:5]=[C:4]([CH2:8][NH:9][C:10]2[O:11][C:12]3[C:18]([O:19][CH3:20])=[CH:17][C:16]([C:21]([N:39]4[C:40]([CH3:41])([CH3:42])[CH2:48][O:52][C:44]([CH2:24][CH:25]([OH:26])[CH3:30])([CH3:69])[CH2:43]4)=[O:23])=[CH:15][C:13]=3[N:14]=2)[CH:3]=1, predict the reactants needed to synthesize it. The reactants are: [Cl:1][C:2]1[CH:7]=[CH:6][N:5]=[C:4]([CH2:8][NH:9][C:10]2[O:11][C:12]3[C:18]([O:19][CH3:20])=[CH:17][C:16]([C:21]([OH:23])=O)=[CH:15][C:13]=3[N:14]=2)[CH:3]=1.[CH3:24][C:25]1(C)[CH2:30]NC([CH2:24][CH:25]([OH:26])[CH3:30])C[O:26]1.C([N:39]([CH2:43][CH3:44])[CH:40]([CH3:42])[CH3:41])(C)C.CN([C:48]([O:52]N1N=NC2C=CC=NC1=2)=[N+](C)C)C.F[P-](F)(F)(F)(F)F.[CH3:69]N(C)C=O. (7) The reactants are: [OH:1]/[N:2]=[C:3](\[C:10]1[N:14]([CH3:15])[N:13]=[CH:12][N:11]=1)/[C:4]1[CH:9]=[CH:8][CH:7]=[CH:6][CH:5]=1.C([O-])([O-])=O.[Cs+].[Cs+].Br[CH2:23][C:24]1[N:29]=[C:28]([N:30]2[C:38](=[O:39])[C:37]3[C:32](=[CH:33][CH:34]=[CH:35][CH:36]=3)[C:31]2=[O:40])[CH:27]=[CH:26][CH:25]=1. Given the product [CH3:15][N:14]1[C:10]([C:3](=[N:2][O:1][CH2:23][C:24]2[N:29]=[C:28]([N:30]3[C:31](=[O:40])[C:32]4[C:37](=[CH:36][CH:35]=[CH:34][CH:33]=4)[C:38]3=[O:39])[CH:27]=[CH:26][CH:25]=2)[C:4]2[CH:5]=[CH:6][CH:7]=[CH:8][CH:9]=2)=[N:11][CH:12]=[N:13]1, predict the reactants needed to synthesize it.